Dataset: Full USPTO retrosynthesis dataset with 1.9M reactions from patents (1976-2016). Task: Predict the reactants needed to synthesize the given product. (1) Given the product [CH2:70]([O:72][C:73](=[O:96])[CH2:74][N:75]([C:77](=[O:95])[C@@H:78]([NH:94][C:27](=[O:28])[C@@H:2]([NH:1][C:30]([O:32][C:33]([CH3:36])([CH3:35])[CH3:34])=[O:31])[CH2:3][CH2:4][CH2:5][NH:6]/[C:7](/[NH2:26])=[N:8]\[S:9]([C:12]1[C:13]([CH3:14])=[C:15]([CH3:16])[C:17]2[O:18][C:19]([CH3:21])([CH3:20])[CH2:22][C:23]=2[C:24]=1[CH3:25])(=[O:11])=[O:10])[CH2:79][N:80]([CH3:93])[S:81]([C:84]1[CH:89]=[CH:88][CH:87]=[CH:86][C:85]=1[N+:90]([O-:92])=[O:91])(=[O:83])=[O:82])[CH3:76])[CH3:71], predict the reactants needed to synthesize it. The reactants are: [NH:1]([C:30]([O:32][C:33]([CH3:36])([CH3:35])[CH3:34])=[O:31])[C@H:2]([C:27](O)=[O:28])[CH2:3][CH2:4][CH2:5][NH:6][C:7](=[NH:26])[NH:8][S:9]([C:12]1[C:24]([CH3:25])=[C:23]2[C:17]([O:18][C:19]([CH2:22]2)([CH3:21])[CH3:20])=[C:15]([CH3:16])[C:13]=1[CH3:14])(=[O:11])=[O:10].CCN(C(C)C)C(C)C.CN(C(ON1N=NC2C=CC=NC1=2)=[N+](C)C)C.F[P-](F)(F)(F)(F)F.[CH2:70]([O:72][C:73](=[O:96])[CH2:74][N:75]([C:77](=[O:95])[C@@H:78]([NH2:94])[CH2:79][N:80]([CH3:93])[S:81]([C:84]1[CH:89]=[CH:88][CH:87]=[CH:86][C:85]=1[N+:90]([O-:92])=[O:91])(=[O:83])=[O:82])[CH3:76])[CH3:71]. (2) Given the product [CH3:1][N:2]1[C:6]2[CH2:7][NH:8][CH2:9][C:5]=2[CH:4]=[N:3]1, predict the reactants needed to synthesize it. The reactants are: [CH3:1][N:2]1[C:6]2[CH2:7][N:8](C(C3C=CC=CC=3)(C3C=CC=CC=3)C3C=CC=CC=3)[CH2:9][C:5]=2[CH:4]=[N:3]1.Cl.